From a dataset of Catalyst prediction with 721,799 reactions and 888 catalyst types from USPTO. Predict which catalyst facilitates the given reaction. Reactant: [CH2:1]1[C@@H:6]([C:7]2[CH:12]=[CH:11][C:10]([F:13])=[CH:9][CH:8]=2)[C@H:5]([CH2:14][O:15][C:16]2[CH:21]=[CH:20][C:19]3[O:22][CH2:23][O:24][C:18]=3[CH:17]=2)[CH2:4][NH:3][CH2:2]1.[ClH:25]. Product: [CH:8]1[C:7]([C@H:6]2[C@H:5]([CH2:14][O:15][C:16]3[CH:21]=[CH:20][C:19]4[O:22][CH2:23][O:24][C:18]=4[CH:17]=3)[CH2:4][NH:3][CH2:2][CH2:1]2)=[CH:12][CH:11]=[C:10]([F:13])[CH:9]=1.[ClH:25]. The catalyst class is: 8.